The task is: Predict which catalyst facilitates the given reaction.. This data is from Catalyst prediction with 721,799 reactions and 888 catalyst types from USPTO. (1) Reactant: C(CC[N:5]1[C:9]([C:10]2[CH:11]=[C:12]([CH:38]=[CH:39][CH:40]=2)[CH2:13][O:14][CH2:15][C@@H:16]([NH:19][C:20](=[O:37])[C@H:21]([CH2:29][C:30]2[CH:35]=[CH:34][CH:33]=[C:32]([CH3:36])[CH:31]=2)[NH:22][C:23]2[CH:28]=[CH:27][CH:26]=[CH:25][CH:24]=2)[C:17]#[N:18])=[N:8][N:7]=[N:6]1)#N.C1CCN2C(=NCCC2)CC1. Product: [NH:8]1[C:9]([C:10]2[CH:11]=[C:12]([CH:38]=[CH:39][CH:40]=2)[CH2:13][O:14][CH2:15][C@@H:16]([NH:19][C:20](=[O:37])[C@H:21]([CH2:29][C:30]2[CH:35]=[CH:34][CH:33]=[C:32]([CH3:36])[CH:31]=2)[NH:22][C:23]2[CH:28]=[CH:27][CH:26]=[CH:25][CH:24]=2)[C:17]#[N:18])=[N:5][N:6]=[N:7]1. The catalyst class is: 2. (2) Reactant: [C:1]([N:4]1[CH2:9][CH2:8][C:7]2[N:10]([C@@H:21]3[C:29]4[C:24](=[C:25]([F:31])[CH:26]=[C:27]([F:30])[CH:28]=4)[CH2:23][C@H:22]3[OH:32])[N:11]=[C:12]([C:13]3[CH:14]=[C:15]([CH:18]=[CH:19][CH:20]=3)[C:16]#[N:17])[C:6]=2[CH2:5]1)(=[O:3])[CH3:2].[CH3:33][Si]([N-][Si](C)(C)C)(C)C.[Na+].IC. The catalyst class is: 3. Product: [C:1]([N:4]1[CH2:9][CH2:8][C:7]2[N:10]([C@@H:21]3[C:29]4[C:24](=[C:25]([F:31])[CH:26]=[C:27]([F:30])[CH:28]=4)[CH2:23][C@H:22]3[O:32][CH3:33])[N:11]=[C:12]([C:13]3[CH:14]=[C:15]([CH:18]=[CH:19][CH:20]=3)[C:16]#[N:17])[C:6]=2[CH2:5]1)(=[O:3])[CH3:2]. (3) Reactant: C[Si]([N:5]=[C:6]=[O:7])(C)C.[NH2:8][CH2:9][C:10]1[CH:15]=[CH:14][C:13]([N:16]2[CH2:20][CH:19]([CH2:21][NH:22][C:23]([C:25]3[S:26][C:27]([Cl:30])=[CH:28][CH:29]=3)=[O:24])[O:18][C:17]2=[O:31])=[CH:12][CH:11]=1.CCOCC. Product: [NH2:5][C:6]([NH:8][CH2:9][C:10]1[CH:15]=[CH:14][C:13]([N:16]2[CH2:20][CH:19]([CH2:21][NH:22][C:23]([C:25]3[S:26][C:27]([Cl:30])=[CH:28][CH:29]=3)=[O:24])[O:18][C:17]2=[O:31])=[CH:12][CH:11]=1)=[O:7]. The catalyst class is: 4. (4) Reactant: [N+:1]([C:4]1[CH:13]=[N:12][C:11]2[NH:10][CH:9]([CH2:14][OH:15])[CH2:8][O:7][C:6]=2[CH:5]=1)([O-])=O. Product: [NH2:1][C:4]1[CH:13]=[N:12][C:11]2[NH:10][CH:9]([CH2:14][OH:15])[CH2:8][O:7][C:6]=2[CH:5]=1. The catalyst class is: 43. (5) Reactant: C(O[C:4]([C:6]1[N:11]=[C:10]([CH3:12])[C:9]2[N:13]=[C:14]([C:16]3[CH:21]=[CH:20][C:19]([F:22])=[CH:18][CH:17]=3)[S:15][C:8]=2[C:7]=1[OH:23])=[O:5])C.[NH2:24][CH2:25][C:26]([OH:28])=[O:27]. Product: [F:22][C:19]1[CH:20]=[CH:21][C:16]([C:14]2[S:15][C:8]3[C:7]([OH:23])=[C:6]([C:4]([NH:24][CH2:25][C:26]([OH:28])=[O:27])=[O:5])[N:11]=[C:10]([CH3:12])[C:9]=3[N:13]=2)=[CH:17][CH:18]=1. The catalyst class is: 779. (6) Reactant: [C:1]1(B(O)O)[CH:6]=[CH:5][CH:4]=[CH:3][CH:2]=1.[CH:10]1([C:16]2[NH:17][CH:18]=[CH:19][N:20]=2)[CH:15]=[CH:14][CH:13]=[CH:12][CH2:11]1.N1C=CC=CC=1. Product: [C:1]1([N:17]2[CH:18]=[CH:19][N:20]=[C:16]2[C:10]2[CH:15]=[CH:14][CH:13]=[CH:12][CH:11]=2)[CH:6]=[CH:5][CH:4]=[CH:3][CH:2]=1. The catalyst class is: 4. (7) Reactant: Br[C:2]1[CH:21]=[N:20][C:5]2[N:6]([CH2:16][CH:17]([CH3:19])[CH3:18])[CH2:7][CH2:8][CH2:9][C:10]([C:12]([O:14][CH3:15])=[O:13])=[CH:11][C:4]=2[CH:3]=1.[CH2:22]([O:26][CH2:27][CH2:28][O:29][C:30]1[CH:35]=[CH:34][C:33](OB(O)O)=[CH:32][CH:31]=1)[CH2:23][CH2:24][CH3:25].C(=O)([O-])[O-].[K+].[K+]. Product: [CH2:22]([O:26][CH2:27][CH2:28][O:29][C:30]1[CH:31]=[CH:32][C:33]([C:2]2[CH:21]=[N:20][C:5]3[N:6]([CH2:16][CH:17]([CH3:19])[CH3:18])[CH2:7][CH2:8][CH2:9][C:10]([C:12]([O:14][CH3:15])=[O:13])=[CH:11][C:4]=3[CH:3]=2)=[CH:34][CH:35]=1)[CH2:23][CH2:24][CH3:25]. The catalyst class is: 460. (8) Reactant: [C:1]([O:4][CH:5]1[C:14]2[C:9](=[N:10][C:11]([C:22]3[CH:27]=[CH:26][C:25]([CH3:28])=[CH:24][CH:23]=3)=[C:12]([C:15]3[CH:20]=[CH:19][C:18]([CH3:21])=[CH:17][CH:16]=3)[N:13]=2)[N:8](C(OC(C)(C)C)=O)[CH2:7][CH2:6]1)(=[O:3])[CH3:2].FC(F)(F)C(O)=O.C(=O)([O-])[O-].[Na+].[Na+]. Product: [C:1]([O:4][CH:5]1[C:14]2[C:9](=[N:10][C:11]([C:22]3[CH:23]=[CH:24][C:25]([CH3:28])=[CH:26][CH:27]=3)=[C:12]([C:15]3[CH:20]=[CH:19][C:18]([CH3:21])=[CH:17][CH:16]=3)[N:13]=2)[NH:8][CH2:7][CH2:6]1)(=[O:3])[CH3:2]. The catalyst class is: 4. (9) Reactant: CC(C)(S([NH:6][C:7]1([C:11]2[CH:16]=[CH:15][C:14]([NH:17][C:18]([N:20]3[CH2:28][C:27]4[CH:26]=[CH:25][N:24]=[CH:23][C:22]=4[CH2:21]3)=[O:19])=[CH:13][CH:12]=2)[CH2:10][O:9][CH2:8]1)=O)C.Cl.O1CCOCC1. Product: [NH2:6][C:7]1([C:11]2[CH:12]=[CH:13][C:14]([NH:17][C:18]([N:20]3[CH2:28][C:27]4[CH:26]=[CH:25][N:24]=[CH:23][C:22]=4[CH2:21]3)=[O:19])=[CH:15][CH:16]=2)[CH2:10][O:9][CH2:8]1. The catalyst class is: 5.